From a dataset of Catalyst prediction with 721,799 reactions and 888 catalyst types from USPTO. Predict which catalyst facilitates the given reaction. (1) Reactant: [CH:1]1[N:9]=[C:8](Br)[C:7]2[C:3](=[N:4][S:5][N:6]=2)[C:2]=1[Br:11].C([O-])([O-])=O.[Na+].[Na+].[CH2:18]([C:24]1[S:28][C:27]([C:29]2[S:30][C:31](B3OC(C)(C)C(C)(C)O3)=[CH:32][CH:33]=2)=[CH:26][CH:25]=1)[CH2:19][CH2:20][CH2:21][CH2:22][CH3:23].C1(C)C=CC=CC=1. Product: [Br:11][C:2]1[C:3]2[C:7](=[N:6][S:5][N:4]=2)[C:8]([C:31]2[S:30][C:29]([C:27]3[S:28][C:24]([CH2:18][CH2:19][CH2:20][CH2:21][CH2:22][CH3:23])=[CH:25][CH:26]=3)=[CH:33][CH:32]=2)=[N:9][CH:1]=1. The catalyst class is: 176. (2) Reactant: [CH2:1]([N:8]1[CH:12]=[C:11]([C:13](OCC)=[O:14])[C:10]([O:18][CH2:19][C:20]2[CH:25]=[CH:24][C:23]([O:26][CH2:27][C:28]3[N:29]=[C:30]([C:34]4[O:35][CH:36]=[CH:37][CH:38]=4)[O:31][C:32]=3[CH3:33])=[CH:22][C:21]=2[O:39][CH3:40])=[N:9]1)[C:2]1[CH:7]=[CH:6][CH:5]=[CH:4][CH:3]=1.[H-].[Al+3].[Li+].[H-].[H-].[H-].O.O.O.O.O.O.O.O.O.O.S([O-])([O-])(=O)=O.[Na+].[Na+]. Product: [CH2:1]([N:8]1[CH:12]=[C:11]([CH2:13][OH:14])[C:10]([O:18][CH2:19][C:20]2[CH:25]=[CH:24][C:23]([O:26][CH2:27][C:28]3[N:29]=[C:30]([C:34]4[O:35][CH:36]=[CH:37][CH:38]=4)[O:31][C:32]=3[CH3:33])=[CH:22][C:21]=2[O:39][CH3:40])=[N:9]1)[C:2]1[CH:3]=[CH:4][CH:5]=[CH:6][CH:7]=1. The catalyst class is: 54.